Task: Predict the product of the given reaction.. Dataset: Forward reaction prediction with 1.9M reactions from USPTO patents (1976-2016) (1) Given the reactants [CH2:1]([C:3]1[CH:8]=[CH:7][C:6]([S:9](Cl)(=[O:11])=[O:10])=[CH:5][C:4]=1[C:13]([F:16])([F:15])[F:14])[CH3:2].[Br:17][C:18]1[C:23]([NH2:24])=[CH:22][C:21]([Cl:25])=[CH:20][N:19]=1, predict the reaction product. The product is: [Br:17][C:18]1[C:23]([NH:24][S:9]([C:6]2[CH:7]=[CH:8][C:3]([CH2:1][CH3:2])=[C:4]([C:13]([F:16])([F:15])[F:14])[CH:5]=2)(=[O:11])=[O:10])=[CH:22][C:21]([Cl:25])=[CH:20][N:19]=1. (2) Given the reactants [CH3:1][Mg]Br.[OH:4][C:5]1[CH:10]=[CH:9][CH:8]=[C:7]([O:11][CH3:12])[C:6]=1[C:13](=[O:15])[CH3:14].[Cl-].[NH4+].O, predict the reaction product. The product is: [OH:15][C:13]([C:6]1[C:7]([O:11][CH3:12])=[CH:8][CH:9]=[CH:10][C:5]=1[OH:4])([CH3:1])[CH3:14]. (3) Given the reactants [OH:1][C:2]1[CH:3]=[C:4]([CH:7]=[CH:8][CH:9]=1)[CH:5]=[O:6].Br[CH2:11][C:12]1[C:17]([F:18])=[CH:16][CH:15]=[CH:14][C:13]=1[Cl:19].C([O-])([O-])=O.[K+].[K+], predict the reaction product. The product is: [Cl:19][C:13]1[CH:14]=[CH:15][CH:16]=[C:17]([F:18])[C:12]=1[CH2:11][O:1][C:2]1[CH:3]=[C:4]([CH:7]=[CH:8][CH:9]=1)[CH:5]=[O:6]. (4) Given the reactants [CH:1]([C:4]1[C:5]([O:33]CC=C)=[CH:6][C:7]([O:29]CC=C)=[C:8]([C:10]2[N:11]([C:16]3[CH:21]=[CH:20][C:19]([CH2:22][N:23]4[CH2:28][CH2:27][O:26][CH2:25][CH2:24]4)=[CH:18][CH:17]=3)[C:12]([OH:15])=[N:13][N:14]=2)[CH:9]=1)([CH3:3])[CH3:2].C(=O)([O-])[O-].[K+].[K+], predict the reaction product. The product is: [OH:15][C:12]1[N:11]([C:16]2[CH:17]=[CH:18][C:19]([CH2:22][N:23]3[CH2:24][CH2:25][O:26][CH2:27][CH2:28]3)=[CH:20][CH:21]=2)[C:10]([C:8]2[CH:9]=[C:4]([CH:1]([CH3:3])[CH3:2])[C:5]([OH:33])=[CH:6][C:7]=2[OH:29])=[N:14][N:13]=1. (5) Given the reactants [N+:1]([C:4]1[CH:9]=[CH:8][C:7]([C:10]2([C:13]([OH:15])=[O:14])[CH2:12][CH2:11]2)=[CH:6][CH:5]=1)([O-])=O, predict the reaction product. The product is: [NH2:1][C:4]1[CH:5]=[CH:6][C:7]([C:10]2([C:13]([OH:15])=[O:14])[CH2:12][CH2:11]2)=[CH:8][CH:9]=1. (6) Given the reactants [NH2:1][C:2]1[N:7]=[C:6](S(C)=O)[C:5]([C:11]2[CH:12]=[CH:13][C:14](=[O:20])[N:15]([CH:17]([CH3:19])[CH3:18])[N:16]=2)=[C:4]([C:21]2[CH:26]=[CH:25][CH:24]=[CH:23][CH:22]=2)[N:3]=1.[NH:27]1[CH2:32][CH2:31][NH:30][CH2:29][CH2:28]1.O, predict the reaction product. The product is: [NH2:1][C:2]1[N:3]=[C:4]([C:21]2[CH:26]=[CH:25][CH:24]=[CH:23][CH:22]=2)[C:5]([C:11]2[CH:12]=[CH:13][C:14](=[O:20])[N:15]([CH:17]([CH3:19])[CH3:18])[N:16]=2)=[C:6]([N:27]2[CH2:32][CH2:31][NH:30][CH2:29][CH2:28]2)[N:7]=1. (7) Given the reactants O[Li].O.[CH3:4][O:5][C:6]1[CH:7]=[C:8]2[C:12](=[CH:13][CH:14]=1)[N:11]([CH3:15])[CH:10]=[C:9]2[CH2:16][C:17]([O:19]C)=[O:18], predict the reaction product. The product is: [CH3:4][O:5][C:6]1[CH:7]=[C:8]2[C:12](=[CH:13][CH:14]=1)[N:11]([CH3:15])[CH:10]=[C:9]2[CH2:16][C:17]([OH:19])=[O:18].